This data is from Full USPTO retrosynthesis dataset with 1.9M reactions from patents (1976-2016). The task is: Predict the reactants needed to synthesize the given product. (1) The reactants are: [NH2:1][C:2]1[C:3]([Cl:22])=[CH:4][C:5]([F:21])=[C:6]([N:8]2[C:13](=[O:14])[CH:12]=[C:11]([C:15]([F:18])([F:17])[F:16])[N:10]([CH3:19])[C:9]2=[O:20])[CH:7]=1.C(N(CC)CC)C.[C:30](Cl)(Cl)=[S:31]. Given the product [Cl:22][C:3]1[CH:4]=[C:5]([F:21])[C:6]([N:8]2[C:13](=[O:14])[CH:12]=[C:11]([C:15]([F:18])([F:17])[F:16])[N:10]([CH3:19])[C:9]2=[O:20])=[CH:7][C:2]=1[N:1]=[C:30]=[S:31], predict the reactants needed to synthesize it. (2) Given the product [NH2:18][C:17]1[N:2]([CH:4]2[CH2:5][CH2:6][N:7]([C:10]([O:12][C:13]([CH3:16])([CH3:15])[CH3:14])=[O:11])[CH2:8][CH2:9]2)[N:3]=[CH:25][C:19]=1[C:20]([O:22][CH2:23][CH3:24])=[O:21], predict the reactants needed to synthesize it. The reactants are: Cl.[NH:2]([CH:4]1[CH2:9][CH2:8][N:7]([C:10]([O:12][C:13]([CH3:16])([CH3:15])[CH3:14])=[O:11])[CH2:6][CH2:5]1)[NH2:3].[C:17]([C:19](=[CH:25]OCC)[C:20]([O:22][CH2:23][CH3:24])=[O:21])#[N:18].O.O.O.C([O-])(=O)C.[Na+]. (3) The reactants are: Br[C:2]1[CH:11]=[CH:10][C:9]2[C:4](=[CH:5][CH:6]=[CH:7][CH:8]=2)[CH:3]=1.N1[CH:17]=[CH:16][CH:15]=[CH:14][C:13]=1[C:18](O)=O.P([O-])([O-])([O-])=O.[K+].[K+].[K+].[C:29]1([CH:36]=[CH:35][CH:34]=[C:32]([OH:33])[CH:31]=1)[OH:30].N.[C:38]1(C)[CH:43]=CC=[CH:40][CH:39]=1. Given the product [CH:3]1[C:4]2[C:9](=[CH:8][CH:7]=[CH:6][CH:5]=2)[CH:10]=[CH:11][C:2]=1[O:30][C:29]1[CH:36]=[CH:35][CH:34]=[C:32]([O:33][C:13]2[CH:18]=[CH:40][C:39]3[C:15](=[CH:16][CH:17]=[CH:43][CH:38]=3)[CH:14]=2)[CH:31]=1, predict the reactants needed to synthesize it. (4) Given the product [Cl:1][C:2]1[CH:7]=[CH:6][C:5]([NH2:8])=[CH:4][C:3]=1[C:11]1[CH:16]=[CH:15][N:14]=[CH:13][C:12]=1[F:17], predict the reactants needed to synthesize it. The reactants are: [Cl:1][C:2]1[CH:7]=[CH:6][C:5]([N+:8]([O-])=O)=[CH:4][C:3]=1[C:11]1[CH:16]=[CH:15][N:14]=[CH:13][C:12]=1[F:17].C(=O)([O-])[O-].[Na+].[Na+]. (5) Given the product [F:1][C:2]1[CH:3]=[C:4]([CH:15]=[CH:16][C:17]=1[CH:20]1[CH2:24][CH2:23][CH2:22][CH2:21]1)[C:5]([OH:7])=[O:6], predict the reactants needed to synthesize it. The reactants are: [F:1][C:2]1[CH:3]=[C:4]([CH:15]=[CH:16][C:17]=1Br)[C:5]([O:7]CC1C=CC=CC=1)=[O:6].[Br-].[CH:20]1([Zn+])[CH2:24][CH2:23][CH2:22][CH2:21]1. (6) Given the product [CH:1]1([CH2:6][CH2:7][C:8]([NH:23][C:15]2[C:14]([CH:11]([CH3:13])[CH3:12])=[C:18]3[N:19]=[CH:20][CH:21]=[CH:22][N:17]3[N:16]=2)=[O:9])[CH2:5][CH2:4][CH2:3][CH2:2]1, predict the reactants needed to synthesize it. The reactants are: [CH:1]1([CH2:6][CH2:7][C:8](Cl)=[O:9])[CH2:5][CH2:4][CH2:3][CH2:2]1.[CH:11]([C:14]1[C:15]([NH2:23])=[N:16][N:17]2[CH:22]=[CH:21][CH:20]=[N:19][C:18]=12)([CH3:13])[CH3:12]. (7) Given the product [CH:7]1([CH2:10][C:11]([O:13][CH2:20][C:17]2[CH:18]=[CH:19][CH:14]=[CH:15][CH:16]=2)=[O:12])[CH2:9][CH2:8]1, predict the reactants needed to synthesize it. The reactants are: C([O-])([O-])=O.[K+].[K+].[CH:7]1([CH2:10][C:11]([OH:13])=[O:12])[CH2:9][CH2:8]1.[CH:14]1[CH:19]=[CH:18][C:17]([CH2:20]Br)=[CH:16][CH:15]=1.